Task: Predict the product of the given reaction.. Dataset: Forward reaction prediction with 1.9M reactions from USPTO patents (1976-2016) Given the reactants C1C=CC(C2C=CC=CC=2)=CC=1.C1C=CC(OC2C=CC=CC=2)=CC=1.[CH3:26][O:27][C:28]1[N:33]=[CH:32][C:31]([NH:34][CH:35]=[C:36]([C:42](=[O:44])[CH3:43])[C:37]([O:39]CC)=O)=[CH:30][CH:29]=1, predict the reaction product. The product is: [OH:39][C:37]1[C:32]2[C:31](=[CH:30][CH:29]=[C:28]([O:27][CH3:26])[N:33]=2)[N:34]=[CH:35][C:36]=1[C:42](=[O:44])[CH3:43].